From a dataset of Full USPTO retrosynthesis dataset with 1.9M reactions from patents (1976-2016). Predict the reactants needed to synthesize the given product. (1) Given the product [NH:6]1[CH:10]=[C:9]([C:11]2[C:12]3[CH:19]=[CH:18][N:17]([CH2:20][O:21][CH2:22][CH2:23][Si:24]([CH3:27])([CH3:26])[CH3:25])[C:13]=3[N:14]=[CH:15][N:16]=2)[CH:8]=[N:7]1, predict the reactants needed to synthesize it. The reactants are: C(OC([N:6]1[CH:10]=[C:9]([C:11]2[C:12]3[CH:19]=[CH:18][N:17]([CH2:20][O:21][CH2:22][CH2:23][Si:24]([CH3:27])([CH3:26])[CH3:25])[C:13]=3[N:14]=[CH:15][N:16]=2)[CH:8]=[N:7]1)C)C.O1CCCC1.Cl.[OH-].[Na+]. (2) Given the product [Si:23]([O:11][CH2:10][C:7]1[CH:8]=[C:9]2[C:4]([CH:3]=[CH:2][NH:1]2)=[CH:5][CH:6]=1)([C:26]([CH3:29])([CH3:28])[CH3:27])([CH3:25])[CH3:24], predict the reactants needed to synthesize it. The reactants are: [NH:1]1[C:9]2[C:4](=[CH:5][CH:6]=[C:7]([CH2:10][OH:11])[CH:8]=2)[CH:3]=[CH:2]1.C1CCN2C(=NCCC2)CC1.[Si:23](Cl)([C:26]([CH3:29])([CH3:28])[CH3:27])([CH3:25])[CH3:24].O. (3) Given the product [Cl:1][C:2]1[C:10]([F:11])=[CH:9][C:5]([C:6]([NH:25][CH2:24][CH:23]([F:26])[F:22])=[O:8])=[C:4]([F:12])[CH:3]=1, predict the reactants needed to synthesize it. The reactants are: [Cl:1][C:2]1[C:10]([F:11])=[CH:9][C:5]([C:6]([OH:8])=O)=[C:4]([F:12])[CH:3]=1.C(N(CC)C(C)C)(C)C.[F:22][CH:23]([F:26])[CH2:24][NH2:25]. (4) Given the product [OH:29][C:26]1[CH:27]=[CH:28][C:23]([S:22][C:2]2[C:3]([N+:19]([O-:21])=[O:20])=[CH:4][C:5]([CH3:18])=[C:6]([NH:8][C:9](=[O:17])[CH2:10][C:11]3[CH:16]=[CH:15][CH:14]=[CH:13][CH:12]=3)[CH:7]=2)=[CH:24][CH:25]=1, predict the reactants needed to synthesize it. The reactants are: Cl[C:2]1[C:3]([N+:19]([O-:21])=[O:20])=[CH:4][C:5]([CH3:18])=[C:6]([NH:8][C:9](=[O:17])[CH2:10][C:11]2[CH:16]=[CH:15][CH:14]=[CH:13][CH:12]=2)[CH:7]=1.[SH:22][C:23]1[CH:28]=[CH:27][C:26]([OH:29])=[CH:25][CH:24]=1.C(=O)([O-])[O-].[Cs+].[Cs+]. (5) Given the product [N:34]1([CH2:30][C:28]2[CH:27]=[N:26][N:25]([C:23]3[C:22]([CH3:32])=[CH:21][N:20]=[C:19]([NH:18][C:4]4[C:3]([O:2][CH3:1])=[CH:8][C:7]([N:9]5[CH2:10][CH2:11][O:12][CH2:13][CH2:14]5)=[C:6]([NH:15][C:3](=[O:2])[CH:4]=[CH2:5])[CH:5]=4)[N:24]=3)[CH:29]=2)[CH2:37][CH2:36][CH2:35]1, predict the reactants needed to synthesize it. The reactants are: [CH3:1][O:2][C:3]1[CH:8]=[C:7]([N:9]2[CH2:14][CH2:13][O:12][CH2:11][CH2:10]2)[C:6]([N+:15]([O-])=O)=[CH:5][C:4]=1[NH:18][C:19]1[N:24]=[C:23]([N:25]2[CH:29]=[C:28]([CH:30]=O)[CH:27]=[N:26]2)[C:22]([CH3:32])=[CH:21][N:20]=1.Cl.[NH:34]1[CH2:37][CH2:36][CH2:35]1. (6) Given the product [ClH:44].[CH2:7]([N:11]([C:20]1[CH:25]=[CH:24][C:23]([C:26]2[CH:31]=[CH:30][C:29]([NH:32][C:33]([C:35]3[CH:40]=[C:39]([N+:41]([O-:43])=[O:42])[CH:38]=[CH:37][C:36]=3[Cl:44])=[O:34])=[CH:28][CH:27]=2)=[CH:22][CH:21]=1)[CH2:12][CH2:13][CH2:14][CH2:15][CH2:16][CH2:17][CH2:18][CH3:19])[CH2:8][CH2:9][CH3:10], predict the reactants needed to synthesize it. The reactants are: Cl.C(OCC)C.[CH2:7]([N:11]([C:20]1[CH:25]=[CH:24][C:23]([C:26]2[CH:31]=[CH:30][C:29]([NH:32][C:33]([C:35]3[CH:40]=[C:39]([N+:41]([O-:43])=[O:42])[CH:38]=[CH:37][C:36]=3[Cl:44])=[O:34])=[CH:28][CH:27]=2)=[CH:22][CH:21]=1)[CH2:12][CH2:13][CH2:14][CH2:15][CH2:16][CH2:17][CH2:18][CH3:19])[CH2:8][CH2:9][CH3:10]. (7) Given the product [CH3:46][NH:47][C:25](=[O:27])[C:24]1[CH:28]=[CH:29][CH:30]=[C:22]([C:21]#[C:20][C:16]2[CH:17]=[CH:18][CH:19]=[C:14]([C:13]3[N:5]([CH2:4][C:3]4[C:2]([F:1])=[CH:38][C:37]([F:39])=[CH:36][C:35]=4[F:40])[N:6]=[C:7]4[C:12]=3[CH:11]=[CH:10][CH:9]=[C:8]4[C:31]([F:32])([F:33])[F:34])[CH:15]=2)[CH:23]=1, predict the reactants needed to synthesize it. The reactants are: [F:1][C:2]1[CH:38]=[C:37]([F:39])[CH:36]=[C:35]([F:40])[C:3]=1[CH2:4][N:5]1[C:13]([C:14]2[CH:15]=[C:16]([C:20]#[C:21][C:22]3[CH:23]=[C:24]([CH:28]=[CH:29][CH:30]=3)[C:25]([OH:27])=O)[CH:17]=[CH:18][CH:19]=2)=[C:12]2[C:7]([C:8]([C:31]([F:34])([F:33])[F:32])=[CH:9][CH:10]=[CH:11]2)=[N:6]1.Cl.CN.C(C1NC=CN=1)([C:46]1[NH:47]C=CN=1)=O. (8) The reactants are: [CH3:1][S:2](Cl)(=[O:4])=[O:3].[OH:6][CH:7]([CH3:21])[CH:8]([N:10]1[C:18](=[O:19])[C:17]2[C:12](=[CH:13][CH:14]=[CH:15][CH:16]=2)[C:11]1=[O:20])[CH3:9].C(N(CC)CC)C. Given the product [CH3:9][CH:8]([N:10]1[C:18](=[O:19])[C:17]2[C:12](=[CH:13][CH:14]=[CH:15][CH:16]=2)[C:11]1=[O:20])[CH:7]([O:6][S:2]([CH3:1])(=[O:4])=[O:3])[CH3:21], predict the reactants needed to synthesize it. (9) Given the product [F:4][C:5]([F:23])([F:22])[C:6]1[CH:7]=[C:8]([S:12]([N:15]2[CH2:20][CH2:19][C:18](=[N:2][OH:3])[CH2:17][CH2:16]2)(=[O:14])=[O:13])[CH:9]=[CH:10][CH:11]=1, predict the reactants needed to synthesize it. The reactants are: Cl.[NH2:2][OH:3].[F:4][C:5]([F:23])([F:22])[C:6]1[CH:7]=[C:8]([S:12]([N:15]2[CH2:20][CH2:19][C:18](=O)[CH2:17][CH2:16]2)(=[O:14])=[O:13])[CH:9]=[CH:10][CH:11]=1.